This data is from Forward reaction prediction with 1.9M reactions from USPTO patents (1976-2016). The task is: Predict the product of the given reaction. (1) Given the reactants [CH2:1]([O:8][C:9]1[CH:14]=[C:13](I)[CH:12]=[CH:11][C:10]=1[N:16]1[S:20](=[O:22])(=[O:21])[NH:19][C:18](=[O:23])[CH2:17]1)[C:2]1[CH:7]=[CH:6][CH:5]=[CH:4][CH:3]=1.[CH:24](/B(O)O)=[CH:25]\[CH2:26][CH2:27][CH2:28][CH3:29].C([O-])([O-])=O.[Na+].[Na+], predict the reaction product. The product is: [CH2:1]([O:8][C:9]1[CH:14]=[C:13](/[CH:24]=[CH:25]/[CH2:26][CH2:27][CH2:28][CH3:29])[CH:12]=[CH:11][C:10]=1[N:16]1[S:20](=[O:22])(=[O:21])[NH:19][C:18](=[O:23])[CH2:17]1)[C:2]1[CH:7]=[CH:6][CH:5]=[CH:4][CH:3]=1. (2) Given the reactants [C:1]([CH2:3][CH:4]([N:20]1[CH:24]=[C:23]([C:25]2[C:26]3[CH:33]=[CH:32][N:31]([CH2:34][O:35][CH2:36][CH2:37][Si:38]([CH3:41])([CH3:40])[CH3:39])[C:27]=3[N:28]=[CH:29][N:30]=2)[CH:22]=[N:21]1)[CH2:5][N:6]1[CH2:12][CH2:11][CH2:10][N:9](C(OC(C)(C)C)=O)[CH2:8][CH2:7]1)#[N:2].Cl.O1CCOCC1, predict the reaction product. The product is: [N:6]1([CH2:5][CH:4]([N:20]2[CH:24]=[C:23]([C:25]3[C:26]4[CH:33]=[CH:32][N:31]([CH2:34][O:35][CH2:36][CH2:37][Si:38]([CH3:39])([CH3:41])[CH3:40])[C:27]=4[N:28]=[CH:29][N:30]=3)[CH:22]=[N:21]2)[CH2:3][C:1]#[N:2])[CH2:12][CH2:11][CH2:10][NH:9][CH2:8][CH2:7]1. (3) The product is: [C:1]1([C:7]2[N:11]3[N:12]=[C:13]([C:16]([F:19])([F:17])[F:18])[CH:14]=[CH:15][C:10]3=[N:9][C:8]=2[C:20]2[CH:21]=[CH:22][C:23]([C:26]3([NH2:30])[CH2:29][CH2:28][CH2:27]3)=[CH:24][CH:25]=2)[CH:2]=[CH:3][CH:4]=[CH:5][CH:6]=1. Given the reactants [C:1]1([C:7]2[N:11]3[N:12]=[C:13]([C:16]([F:19])([F:18])[F:17])[CH:14]=[CH:15][C:10]3=[N:9][C:8]=2[C:20]2[CH:25]=[CH:24][C:23]([C:26]3([NH:30]C(=O)OC(C)(C)C)[CH2:29][CH2:28][CH2:27]3)=[CH:22][CH:21]=2)[CH:6]=[CH:5][CH:4]=[CH:3][CH:2]=1.Cl.O1CCOCC1.[OH-].[Na+], predict the reaction product. (4) Given the reactants [H-].[Na+].[CH3:3][O:4][CH2:5][O:6][C:7]1[CH:8]=[CH:9][C:10]2[C@@H:11]3[C@@H:19]([C@H:20]([CH2:24][CH2:25][CH2:26][CH2:27][O:28][CH2:29][CH2:30][O:31][CH2:32][CH2:33][O:34][CH2:35][CH2:36][O:37][CH2:38][CH2:39][OH:40])[CH2:21][C:22]=2[CH:23]=1)[C@H:18]1[C@@:14]([CH3:45])([C@@H:15]([O:41][CH2:42][O:43][CH3:44])[CH2:16][CH2:17]1)[CH2:13][CH2:12]3.Br[CH2:47][C:48]([O:50][C:51]([CH3:54])([CH3:53])[CH3:52])=[O:49], predict the reaction product. The product is: [CH3:3][O:4][CH2:5][O:6][C:7]1[CH:8]=[CH:9][C:10]2[C@@H:11]3[C@@H:19]([C@H:20]([CH2:24][CH2:25][CH2:26][CH2:27][O:28][CH2:29][CH2:30][O:31][CH2:32][CH2:33][O:34][CH2:35][CH2:36][O:37][CH2:38][CH2:39][O:40][CH2:47][C:48]([O:50][C:51]([CH3:54])([CH3:53])[CH3:52])=[O:49])[CH2:21][C:22]=2[CH:23]=1)[C@H:18]1[C@@:14]([CH3:45])([C@@H:15]([O:41][CH2:42][O:43][CH3:44])[CH2:16][CH2:17]1)[CH2:13][CH2:12]3.